From a dataset of Reaction yield outcomes from USPTO patents with 853,638 reactions. Predict the reaction yield, written as a fraction of the theoretical maximum amount of product (1.0 means a 100% yield; for example, 0.34 means a 34% yield). (1) The reactants are C(Cl)(=O)C(Cl)=O.CS(C)=O.[OH:11][C@H:12]1[CH2:16][CH2:15][CH2:14][C@@H:13]1[NH:17][C:18](=[O:24])[O:19][C:20]([CH3:23])([CH3:22])[CH3:21].C(N(CC)CC)C. The catalyst is C1COCC1.O. The product is [O:11]=[C:12]1[CH2:16][CH2:15][CH2:14][C@@H:13]1[NH:17][C:18](=[O:24])[O:19][C:20]([CH3:22])([CH3:21])[CH3:23]. The yield is 0.930. (2) The reactants are [F:1][C:2]1[CH:7]=[C:6]([N+:8]([O-:10])=[O:9])[C:5]([F:11])=[CH:4][C:3]=1[OH:12].C(=O)([O-])[O-].[K+].[K+].I[CH2:20][CH2:21][CH3:22]. The catalyst is C(#N)C. The product is [F:11][C:5]1[CH:4]=[C:3]([O:12][CH2:20][CH2:21][CH3:22])[C:2]([F:1])=[CH:7][C:6]=1[N+:8]([O-:10])=[O:9]. The yield is 0.470. (3) The reactants are [N+:1]([C:4]1[CH:5]=[C:6]([CH:10]=[CH:11][CH:12]=1)[C:7](Cl)=[O:8])([O-:3])=[O:2].C(N(CC)CC)C.[CH3:20][N:21]1[CH2:25][CH2:24][CH2:23][C@H:22]1[CH2:26][OH:27]. The catalyst is C1COCC1.CN(C1C=CN=CC=1)C. The product is [N+:1]([C:4]1[CH:5]=[C:6]([CH:10]=[CH:11][CH:12]=1)[C:7]([O:27][CH2:26][CH:22]1[CH2:23][CH2:24][CH2:25][N:21]1[CH3:20])=[O:8])([O-:3])=[O:2]. The yield is 0.780. (4) The reactants are [OH:1][C:2]1[CH:10]=[CH:9][C:5]([C:6]([OH:8])=O)=[CH:4][CH:3]=1.[NH2:11][C:12]1[CH:17]=[CH:16][C:15]([OH:18])=[CH:14][CH:13]=1.CCN=C=NCCCN(C)C. The catalyst is CN(C=O)C. The product is [OH:1][C:2]1[CH:3]=[CH:4][C:5]([C:6]([NH:11][C:12]2[CH:17]=[CH:16][C:15]([OH:18])=[CH:14][CH:13]=2)=[O:8])=[CH:9][CH:10]=1. The yield is 0.340. (5) The reactants are COC([N:5]1[CH2:9][CH2:8][CH:7]([C:10]2[CH:15]=[CH:14][CH:13]=[C:12]([NH:16][S:17]([C:20]3[CH:25]=[CH:24][C:23]([CH:26]([CH3:28])[CH3:27])=[CH:22][CH:21]=3)(=[O:19])=[O:18])[CH:11]=2)[CH2:6]1)=O.Cl. The catalyst is CCO. The product is [CH:26]([C:23]1[CH:24]=[CH:25][C:20]([S:17]([NH:16][C:12]2[CH:13]=[CH:14][CH:15]=[C:10]([CH:7]3[CH2:8][CH2:9][NH:5][CH2:6]3)[CH:11]=2)(=[O:18])=[O:19])=[CH:21][CH:22]=1)([CH3:28])[CH3:27]. The yield is 0.130. (6) The reactants are [Br:1][C:2]1[CH:7]=[CH:6][C:5]([C:8]2([CH2:12][OH:13])[CH2:11][CH2:10][CH2:9]2)=[CH:4][CH:3]=1.[C:14]([Si:18]([CH3:21])([CH3:20])Cl)([CH3:17])([CH3:16])[CH3:15].N1C=CN=C1.O. The catalyst is CN(C)C=O. The product is [Br:1][C:2]1[CH:3]=[CH:4][C:5]([C:8]2([CH2:12][O:13][Si:18]([C:14]([CH3:17])([CH3:16])[CH3:15])([CH3:21])[CH3:20])[CH2:11][CH2:10][CH2:9]2)=[CH:6][CH:7]=1. The yield is 0.840. (7) The reactants are Br[C:2]1[N:3]=[CH:4][C:5]([N:8]2[C:12]3[CH:13]=[CH:14][C:15]([C:17]([O:19][CH3:20])=[O:18])=[CH:16][C:11]=3[N:10]=[C:9]2[C:21]([F:24])([F:23])[F:22])=[N:6][CH:7]=1.[F:25][C:26]1[CH:34]=[CH:33][CH:32]=[C:31]([F:35])[C:27]=1[C:28]([NH2:30])=[O:29].[O-]P([O-])([O-])=O.[K+].[K+].[K+].O.C(N)CN. The catalyst is O1CCOCC1.O.[Cu]I. The product is [F:25][C:26]1[CH:34]=[CH:33][CH:32]=[C:31]([F:35])[C:27]=1[C:28]([NH:30][C:2]1[N:3]=[CH:4][C:5]([N:8]2[C:12]3[CH:13]=[CH:14][C:15]([C:17]([O:19][CH3:20])=[O:18])=[CH:16][C:11]=3[N:10]=[C:9]2[C:21]([F:22])([F:24])[F:23])=[N:6][CH:7]=1)=[O:29]. The yield is 0.0400.